The task is: Predict the reaction yield, written as a fraction of the theoretical maximum amount of product (1.0 means a 100% yield; for example, 0.34 means a 34% yield).. This data is from Reaction yield outcomes from USPTO patents with 853,638 reactions. (1) The reactants are [F:1][C:2]1[CH:3]=[C:4]2[C:8](=[CH:9][CH:10]=1)[NH:7][CH2:6][CH2:5]2.[Br:11]Br. The catalyst is OS(O)(=O)=O.S([O-])([O-])(=O)=O.[Ag+2]. The product is [Br:11][C:10]1[CH:9]=[C:8]2[C:4]([CH2:5][CH2:6][NH:7]2)=[CH:3][C:2]=1[F:1]. The yield is 0.890. (2) The reactants are Cl[C:2]1[N:7]=[C:6]([NH2:8])[CH:5]=[CH:4][N:3]=1.[NH:9]1[CH2:14][CH2:13][CH:12]([C:15]([NH2:17])=[O:16])[CH2:11][CH2:10]1.CCN(C(C)C)C(C)C. The catalyst is O1CCOCC1.CO. The product is [NH2:8][C:6]1[CH:5]=[CH:4][N:3]=[C:2]([N:9]2[CH2:14][CH2:13][CH:12]([C:15]([NH2:17])=[O:16])[CH2:11][CH2:10]2)[N:7]=1. The yield is 0.380. (3) The reactants are [C:1]([O:5][C:6](=[O:15])[CH2:7]/[N:8]=[CH:9]/[CH2:10][C:11]([CH3:14])([CH3:13])[CH3:12])([CH3:4])([CH3:3])[CH3:2].[Cl:16][C:17]1[CH:18]=[C:19](/[CH:24]=[C:25](/[C:28]2[CH:33]=[CH:32][C:31]([Cl:34])=[CH:30][C:29]=2[F:35])\[C:26]#[N:27])[CH:20]=[C:21]([F:23])[CH:22]=1.C(N(CC)CC)C. The catalyst is ClCCl. The product is [C:1]([O:5][C:6]([CH:7]1[CH:24]([C:19]2[CH:20]=[C:21]([F:23])[CH:22]=[C:17]([Cl:16])[CH:18]=2)[C:25]([C:28]2[CH:33]=[CH:32][C:31]([Cl:34])=[CH:30][C:29]=2[F:35])([C:26]#[N:27])[CH:9]([CH2:10][C:11]([CH3:14])([CH3:13])[CH3:12])[NH:8]1)=[O:15])([CH3:4])([CH3:3])[CH3:2]. The yield is 0.290. (4) The reactants are [CH:1]([C:3]1[C:11]2[C:6](=[CH:7][CH:8]=[C:9]([O:12][CH3:13])[CH:10]=2)[N:5]([CH2:14][CH2:15][CH2:16][C:17]#[N:18])[C:4]=1[C:19]1[C:20]([CH3:26])=[N:21][N:22]([CH3:25])[C:23]=1[CH3:24])=O.[CH3:27][NH:28][C:29]([NH:31][C:32]1[CH:33]=[CH:34][C:35]2[O:39][CH2:38][C:37](=[O:40])[C:36]=2[CH:41]=1)=[O:30].CCOC(C)=O. The catalyst is Cl.CCO. The product is [C:17]([CH2:16][CH2:15][CH2:14][N:5]1[C:6]2[C:11](=[CH:10][C:9]([O:12][CH3:13])=[CH:8][CH:7]=2)[C:3](/[CH:1]=[C:38]2\[O:39][C:35]3[CH:34]=[CH:33][C:32]([NH:31][C:29]([NH:28][CH3:27])=[O:30])=[CH:41][C:36]=3[C:37]\2=[O:40])=[C:4]1[C:19]1[C:20]([CH3:26])=[N:21][N:22]([CH3:25])[C:23]=1[CH3:24])#[N:18]. The yield is 0.240. (5) The reactants are [F:1][C:2]1[CH:3]=[C:4]2[NH:10][C:9](=O)O[C:6](=[O:7])[C:5]2=[CH:12][C:13]=1[I:14].C(O)(=O)C.C(N)=[NH:20]. The catalyst is CN(C)C=O. The product is [OH:7][C:6]1[C:5]2[C:4](=[CH:3][C:2]([F:1])=[C:13]([I:14])[CH:12]=2)[N:10]=[CH:9][N:20]=1. The yield is 0.910. (6) The reactants are [Cl:1][S:2]([OH:5])(=O)=[O:3].[Br:6][C:7]1[CH:15]=[CH:14][C:10]([C:11]([OH:13])=[O:12])=[C:9]([CH3:16])[CH:8]=1. No catalyst specified. The product is [Br:6][C:7]1[C:15]([S:2]([Cl:1])(=[O:5])=[O:3])=[CH:14][C:10]([C:11]([OH:13])=[O:12])=[C:9]([CH3:16])[CH:8]=1. The yield is 0.870. (7) The reactants are [CH3:1][C:2]1([CH3:18])[C:6](=O)[CH2:5][N:4]([C:8]([O:10][CH2:11][C:12]2[CH:17]=[CH:16][CH:15]=[CH:14][CH:13]=2)=[O:9])[CH2:3]1.C([O-])(=O)C.[Na+].Cl.[CH3:25][O:26][NH2:27]. The catalyst is CO. The product is [CH3:1][C:2]1([CH3:18])[CH2:3][N:4]([C:8]([O:10][CH2:11][C:12]2[CH:17]=[CH:16][CH:15]=[CH:14][CH:13]=2)=[O:9])[CH2:5]/[C:6]/1=[N:27]\[O:26][CH3:25]. The yield is 0.890. (8) The reactants are [CH3:1][C:2]1[CH:3]=[CH:4][C:5]([N+:10]([O-])=O)=[C:6]([O:8][CH3:9])[CH:7]=1. The catalyst is O1CCCC1.[C].[Pd]. The product is [CH3:9][O:8][C:6]1[CH:7]=[C:2]([CH3:1])[CH:3]=[CH:4][C:5]=1[NH2:10]. The yield is 0.240.